This data is from Reaction yield outcomes from USPTO patents with 853,638 reactions. The task is: Predict the reaction yield, written as a fraction of the theoretical maximum amount of product (1.0 means a 100% yield; for example, 0.34 means a 34% yield). (1) The reactants are F[C:2]1[CH:7]=[CH:6][C:5]([N+:8]([O-:10])=[O:9])=[C:4]([O:11][CH3:12])[CH:3]=1.[CH3:13][S-:14].[Na+]. The catalyst is CN(C=O)C.O. The product is [CH3:12][O:11][C:4]1[CH:3]=[C:2]([S:14][CH3:13])[CH:7]=[CH:6][C:5]=1[N+:8]([O-:10])=[O:9]. The yield is 0.590. (2) The reactants are [F:1][C:2]1[C:7](F)=[CH:6][C:5]([NH2:9])=[C:4]([N+:10]([O-:12])=[O:11])[CH:3]=1.C(=O)([O-])[O-].[K+].[K+].[CH2:19]([SH:22])[CH2:20][CH3:21]. The catalyst is CN(C=O)C. The product is [F:1][C:2]1[C:7]([S:22][CH2:19][CH2:20][CH3:21])=[CH:6][C:5]([NH2:9])=[C:4]([N+:10]([O-:12])=[O:11])[CH:3]=1. The yield is 0.980.